Dataset: Reaction yield outcomes from USPTO patents with 853,638 reactions. Task: Predict the reaction yield, written as a fraction of the theoretical maximum amount of product (1.0 means a 100% yield; for example, 0.34 means a 34% yield). (1) The product is [F:7][C:8]1[C:16]([OH:3])=[C:15]([CH3:18])[CH:14]=[C:13]([N+:19]([O-:21])=[O:20])[C:9]=1[C:10]([OH:12])=[O:11]. The catalyst is CC1OCCC1. The yield is 0.900. The reactants are C[Si](C)(C)[O-:3].[K+].[F:7][C:8]1[C:16](F)=[C:15]([CH3:18])[CH:14]=[C:13]([N+:19]([O-:21])=[O:20])[C:9]=1[C:10]([OH:12])=[O:11]. (2) The reactants are [NH2:1][C:2]1[N:3]([CH3:25])[C:4](=[O:24])[C:5]2([C:15]3[C:10](=[CH:11][CH:12]=[C:13](Br)[CH:14]=3)[O:9][C:8]([CH3:23])([C:17]3[CH:22]=[CH:21][CH:20]=[CH:19][CH:18]=3)[CH2:7]2)[N:6]=1.[C:26]([C:28]1[CH:33]=[CH:32][C:31](B(O)O)=[CH:30][CH:29]=1)#[N:27]. The catalyst is O1CCOCC1.C([O-])([O-])=O.[Cs+].[Cs+].Cl[Pd](Cl)([P](C1C=CC=CC=1)(C1C=CC=CC=1)C1C=CC=CC=1)[P](C1C=CC=CC=1)(C1C=CC=CC=1)C1C=CC=CC=1. The product is [NH2:1][C:2]1[N:3]([CH3:25])[C:4](=[O:24])[C:5]2([C:15]3[C:10](=[CH:11][CH:12]=[C:13]([C:30]4[CH:29]=[C:28]([CH:33]=[CH:32][CH:31]=4)[C:26]#[N:27])[CH:14]=3)[O:9][C:8]([CH3:23])([C:17]3[CH:22]=[CH:21][CH:20]=[CH:19][CH:18]=3)[CH2:7]2)[N:6]=1. The yield is 0.360. (3) The yield is 0.980. The product is [CH3:19][O:18][C:16]([N:7]1[CH2:8][CH2:9][CH:10]([C:12]([OH:14])=[O:13])[CH2:11][CH:6]1[CH2:5][C:4]1[CH:20]=[CH:21][CH:22]=[CH:23][C:3]=1[C:2]([F:25])([F:24])[F:1])=[O:17]. The catalyst is C(#N)C.O. The reactants are [F:1][C:2]([F:25])([F:24])[C:3]1[CH:23]=[CH:22][CH:21]=[CH:20][C:4]=1[CH2:5][CH:6]1[CH2:11][CH:10]([C:12]([O:14]C)=[O:13])[CH2:9][CH2:8][N:7]1[C:16]([O:18][CH3:19])=[O:17].[Br-].[Li+].C(N(CC)CC)C.CC(OC)(C)C. (4) The reactants are [Cl:1][C:2]1[CH:7]=[CH:6][C:5]([Mg]Br)=[CH:4][CH:3]=1.C1COCC1.C1(C)C=CC=CC=1.[C:22]([O:26][C:27]([N:29]1[CH2:33][CH2:32][CH2:31][C@H:30]1[C:34](=[O:39])N(OC)C)=[O:28])([CH3:25])([CH3:24])[CH3:23]. The catalyst is C1COCC1. The product is [C:22]([O:26][C:27]([N:29]1[CH2:33][CH2:32][CH2:31][C@H:30]1[C:34](=[O:39])[C:5]1[CH:6]=[CH:7][C:2]([Cl:1])=[CH:3][CH:4]=1)=[O:28])([CH3:25])([CH3:24])[CH3:23]. The yield is 0.694.